From a dataset of Forward reaction prediction with 1.9M reactions from USPTO patents (1976-2016). Predict the product of the given reaction. (1) Given the reactants C[Si]([N-][Si](C)(C)C)(C)C.[Li+].[CH3:11][O:12][C:13]1[CH:22]=[C:21]2[C:16]([CH2:17][CH2:18][CH2:19][C:20]2=[O:23])=[CH:15][CH:14]=1.I[CH3:25], predict the reaction product. The product is: [CH3:11][O:12][C:13]1[CH:22]=[C:21]2[C:16]([CH2:17][CH2:18][CH:19]([CH3:25])[C:20]2=[O:23])=[CH:15][CH:14]=1. (2) Given the reactants [K+].[Br-:2].[C:3]([O:7][C:8](N1CCN(C2N=C3C(N=C(C4C(=O)NC=CC=4NC[C@H](C4C=CC=C(Cl)C=4)O)N3)=C(C)N=2)CC1)=[O:9])([CH3:6])([CH3:5])[CH3:4].C(OC(N1CCN(C2N=C3C(N=C(C4[C:67](=[O:73])NC=CC=4Cl)N3)=C(C)N=2)CC1)=O)(C)(C)C.C(N(CC)CC)C.Cl.[NH2:83][CH2:84][C@H:85]([C:87]1[CH:92]=[CH:91][CH:90]=[C:89](Cl)[CH:88]=1)O, predict the reaction product. The product is: [C:3]([O:7][C:8](=[O:9])[NH:83][C@H:84]([CH2:67][OH:73])[CH2:85][C:87]1[CH:92]=[CH:91][CH:90]=[C:89]([Br:2])[CH:88]=1)([CH3:4])([CH3:5])[CH3:6].